From a dataset of NCI-60 drug combinations with 297,098 pairs across 59 cell lines. Regression. Given two drug SMILES strings and cell line genomic features, predict the synergy score measuring deviation from expected non-interaction effect. (1) Drug 1: CC1OCC2C(O1)C(C(C(O2)OC3C4COC(=O)C4C(C5=CC6=C(C=C35)OCO6)C7=CC(=C(C(=C7)OC)O)OC)O)O. Drug 2: CN1C(=O)N2C=NC(=C2N=N1)C(=O)N. Cell line: BT-549. Synergy scores: CSS=28.0, Synergy_ZIP=-0.641, Synergy_Bliss=3.62, Synergy_Loewe=-18.2, Synergy_HSA=1.16. (2) Drug 1: CC1CCC2CC(C(=CC=CC=CC(CC(C(=O)C(C(C(=CC(C(=O)CC(OC(=O)C3CCCCN3C(=O)C(=O)C1(O2)O)C(C)CC4CCC(C(C4)OC)O)C)C)O)OC)C)C)C)OC. Drug 2: CCCCC(=O)OCC(=O)C1(CC(C2=C(C1)C(=C3C(=C2O)C(=O)C4=C(C3=O)C=CC=C4OC)O)OC5CC(C(C(O5)C)O)NC(=O)C(F)(F)F)O. Cell line: MDA-MB-435. Synergy scores: CSS=21.3, Synergy_ZIP=-0.597, Synergy_Bliss=4.89, Synergy_Loewe=2.13, Synergy_HSA=1.97.